Dataset: Reaction yield outcomes from USPTO patents with 853,638 reactions. Task: Predict the reaction yield, written as a fraction of the theoretical maximum amount of product (1.0 means a 100% yield; for example, 0.34 means a 34% yield). The reactants are C([NH:4][C:5]1[CH:10]=[CH:9][C:8]([CH:11]([O:15][CH2:16][CH3:17])[C:12]([OH:14])=[O:13])=[CH:7][CH:6]=1)(=O)C. The catalyst is O.NN. The product is [CH2:16]([O:15][CH:11]([C:8]1[CH:7]=[CH:6][C:5]([NH2:4])=[CH:10][CH:9]=1)[C:12]([OH:14])=[O:13])[CH3:17]. The yield is 0.370.